Dataset: Forward reaction prediction with 1.9M reactions from USPTO patents (1976-2016). Task: Predict the product of the given reaction. (1) Given the reactants [CH2:1]1[O:6][C:4](=[O:5])[O:3][CH:2]1[CH2:7][OH:8].[F:9][CH:10]([F:19])[C:11](O[C:11](=[O:12])[CH:10]([F:19])[F:9])=[O:12], predict the reaction product. The product is: [F:9][CH:10]([F:19])[C:11]([O:8][CH2:7][CH:2]1[CH2:1][O:6][C:4](=[O:5])[O:3]1)=[O:12]. (2) Given the reactants [Cl:1][C:2]1[C:3]([CH2:8]O)=[N:4][CH:5]=[CH:6][N:7]=1.[C:10]1(=[O:20])[C:18]2[C:13](=[CH:14][CH:15]=[CH:16][CH:17]=2)[C:12](=[O:19])[NH:11]1.C1(P(C2C=CC=CC=2)C2C=CC=CC=2)C=CC=CC=1.CC(OC(/N=N/C(OC(C)C)=O)=O)C, predict the reaction product. The product is: [Cl:1][C:2]1[C:3]([CH2:8][N:11]2[C:12](=[O:19])[C:13]3[C:18](=[CH:17][CH:16]=[CH:15][CH:14]=3)[C:10]2=[O:20])=[N:4][CH:5]=[CH:6][N:7]=1.